This data is from Forward reaction prediction with 1.9M reactions from USPTO patents (1976-2016). The task is: Predict the product of the given reaction. (1) Given the reactants [NH2:1][C:2]1[N:3]=[N:4][N:5]([C:7]([CH3:10])([CH3:9])[CH3:8])[N:6]=1.[CH:11]1[C:24]2[CH:23]([C:25](Cl)=[O:26])[C:22]3[C:17](=[CH:18][CH:19]=[CH:20][CH:21]=3)[O:16][C:15]=2[CH:14]=[CH:13][CH:12]=1, predict the reaction product. The product is: [C:7]([N:5]1[N:4]=[N:3][C:2]([NH:1][C:25]([CH:23]2[C:24]3[CH:11]=[CH:12][CH:13]=[CH:14][C:15]=3[O:16][C:17]3[C:22]2=[CH:21][CH:20]=[CH:19][CH:18]=3)=[O:26])=[N:6]1)([CH3:10])([CH3:9])[CH3:8]. (2) The product is: [C:51]([NH:50][CH:47]1[CH2:48][CH2:49][N:44]([CH2:35][C:31]2[CH:30]=[C:29]([CH:34]=[CH:33][CH:32]=2)[C:28]([NH:27][C:16]2[CH:17]=[CH:18][C:19]([N:21]3[CH2:26][CH2:25][CH2:24][CH2:23][CH2:22]3)=[CH:20][C:15]=2[C:11]2[CH:10]=[C:9]([CH:14]=[CH:13][N:12]=2)[C:8]([NH:7][CH2:6][C:5]2[CH:39]=[CH:40][CH:41]=[C:3]([C:2]([F:43])([F:42])[F:1])[CH:4]=2)=[O:38])=[O:37])[CH2:45][CH2:46]1)(=[O:53])[CH3:52]. Given the reactants [F:1][C:2]([F:43])([F:42])[C:3]1[CH:4]=[C:5]([CH:39]=[CH:40][CH:41]=1)[CH2:6][NH:7][C:8](=[O:38])[C:9]1[CH:14]=[CH:13][N:12]=[C:11]([C:15]2[CH:20]=[C:19]([N:21]3[CH2:26][CH2:25][CH2:24][CH2:23][CH2:22]3)[CH:18]=[CH:17][C:16]=2[NH:27][C:28](=[O:37])[C:29]2[CH:34]=[CH:33][CH:32]=[C:31]([CH2:35]Br)[CH:30]=2)[CH:10]=1.[NH:44]1[CH2:49][CH2:48][CH:47]([NH:50][C:51](=[O:53])[CH3:52])[CH2:46][CH2:45]1.[I-].[K+].C(=O)([O-])[O-].[K+].[K+], predict the reaction product. (3) Given the reactants [S:1]([Cl:5])(=O)(=[O:3])[OH:2].[CH3:6][C:7]1[CH:8]=[C:9]([O:14][CH3:15])[CH:10]=[C:11]([CH3:13])[CH:12]=1.O, predict the reaction product. The product is: [CH3:15][O:14][C:9]1[CH:10]=[C:11]([CH3:13])[C:12]([S:1]([Cl:5])(=[O:3])=[O:2])=[C:7]([CH3:6])[CH:8]=1. (4) Given the reactants [CH3:1][CH:2]1[C:6]2[CH:7]=[CH:8][C:9]([C:11]([O:13]C)=[O:12])=[CH:10][C:5]=2[O:4][CH2:3]1.C(N(CC)CC)C.C1(P(C2C=CC=CC=2)CCCP(C2C=CC=CC=2)C2C=CC=CC=2)C=CC=CC=1, predict the reaction product. The product is: [CH3:1][CH:2]1[C:6]2[CH:7]=[CH:8][C:9]([C:11]([OH:13])=[O:12])=[CH:10][C:5]=2[O:4][CH2:3]1. (5) Given the reactants C(O)(=O)C.C(O[C:8]1(O[Si](C)(C)C)[CH2:10][CH2:9]1)C.[F:16][C:17]1[CH:22]=[CH:21][C:20]([C:23]2[N:24]=[C:25]3[CH:30]=[CH:29][C:28]([N:31]4[CH2:36][CH2:35][NH:34][CH2:33][CH2:32]4)=[N:27][N:26]3[C:37]=2[C:38]2[CH:43]=[CH:42][N:41]=[N:40][CH:39]=2)=[CH:19][CH:18]=1.C([BH3-])#N.[Na+], predict the reaction product. The product is: [F:16][C:17]1[CH:22]=[CH:21][C:20]([C:23]2[N:24]=[C:25]3[CH:30]=[CH:29][C:28]([N:31]4[CH2:32][CH2:33][N:34]([CH:8]5[CH2:10][CH2:9]5)[CH2:35][CH2:36]4)=[N:27][N:26]3[C:37]=2[C:38]2[CH:43]=[CH:42][N:41]=[N:40][CH:39]=2)=[CH:19][CH:18]=1. (6) Given the reactants [Cl-].O[NH3+:3].[C:4](=[O:7])([O-])[OH:5].[Na+].CS(C)=O.[CH3:13][O:14][C:15]1[CH:16]=[C:17]([CH:46]=[CH:47][C:48]=1[O:49][CH3:50])[O:18][C:19]1[C:24](=[O:25])[N:23]([CH2:26][C:27]2[CH:32]=[CH:31][C:30]([C:33]3[C:34]([C:39]#[N:40])=[CH:35][CH:36]=[CH:37][CH:38]=3)=[CH:29][CH:28]=2)[C:22]([CH2:41][CH2:42][CH3:43])=[N:21][C:20]=1[CH2:44][CH3:45], predict the reaction product. The product is: [CH3:13][O:14][C:15]1[CH:16]=[C:17]([CH:46]=[CH:47][C:48]=1[O:49][CH3:50])[O:18][C:19]1[C:24](=[O:25])[N:23]([CH2:26][C:27]2[CH:28]=[CH:29][C:30]([C:33]3[CH:38]=[CH:37][CH:36]=[CH:35][C:34]=3[C:39]3[NH:3][C:4](=[O:7])[O:5][N:40]=3)=[CH:31][CH:32]=2)[C:22]([CH2:41][CH2:42][CH3:43])=[N:21][C:20]=1[CH2:44][CH3:45]. (7) Given the reactants [Mg].C(Br)C.C[Si](C)(C)[O:7][CH2:8][C:9]#[CH:10].[Cl:13][C:14]1[CH:15]=[C:16]([C:21](=[O:26])[C:22]([F:25])([F:24])[F:23])[CH:17]=[C:18]([Cl:20])[CH:19]=1, predict the reaction product. The product is: [Cl:13][C:14]1[CH:15]=[C:16]([C:21]([OH:26])([C:22]([F:23])([F:24])[F:25])[C:10]#[C:9][CH2:8][OH:7])[CH:17]=[C:18]([Cl:20])[CH:19]=1. (8) Given the reactants [H-].[Al+3].[Li+].[H-].[H-].[H-].[CH2:7]([O:14][CH2:15][C:16]([CH2:20][O:21][CH2:22][C:23]1[CH:28]=[CH:27][CH:26]=[CH:25][CH:24]=1)=[CH:17][C:18]#[N:19])[C:8]1[CH:13]=[CH:12][CH:11]=[CH:10][CH:9]=1, predict the reaction product. The product is: [CH2:22]([O:21][CH2:20][CH:16]([CH2:15][O:14][CH2:7][C:8]1[CH:9]=[CH:10][CH:11]=[CH:12][CH:13]=1)[CH2:17][CH2:18][NH2:19])[C:23]1[CH:24]=[CH:25][CH:26]=[CH:27][CH:28]=1. (9) Given the reactants [Cl:1][C:2]1[CH:3]=[CH:4][C:5]2[O:9][C:8](S)=[N:7][C:6]=2[CH:11]=1.[NH2:12][CH:13]1[CH2:18][CH2:17][N:16]([C:19]([O:21][CH2:22][CH3:23])=[O:20])[CH2:15][CH2:14]1.[Cl-].[Na+], predict the reaction product. The product is: [CH2:22]([O:21][C:19]([N:16]1[CH2:15][CH2:14][CH:13]([NH:12][C:8]2[O:9][C:5]3[CH:4]=[CH:3][C:2]([Cl:1])=[CH:11][C:6]=3[N:7]=2)[CH2:18][CH2:17]1)=[O:20])[CH3:23].